Dataset: Catalyst prediction with 721,799 reactions and 888 catalyst types from USPTO. Task: Predict which catalyst facilitates the given reaction. (1) Reactant: C[O:2][C:3]1[CH:12]=[C:11]2[C:6]([CH:7]=[CH:8][CH:9]=[C:10]2[CH2:13][CH2:14][NH:15][C:16](=[O:18])[CH3:17])=[CH:5][CH:4]=1. Product: [OH:2][C:3]1[CH:12]=[C:11]2[C:6]([CH:7]=[CH:8][CH:9]=[C:10]2[CH2:13][CH2:14][NH:15][C:16](=[O:18])[CH3:17])=[CH:5][CH:4]=1. The catalyst class is: 4. (2) Reactant: [NH2:1][C:2]1[CH:9]=[CH:8][C:5]([C:6]#[N:7])=[CH:4][N:3]=1.[Br:10]Br. Product: [NH2:1][C:2]1[C:9]([Br:10])=[CH:8][C:5]([C:6]#[N:7])=[CH:4][N:3]=1. The catalyst class is: 52. (3) Reactant: [Cl:1][C:2]1[CH:3]=[C:4]([CH:12]([CH2:16][C@H:17]2[CH2:21][CH2:20][C:19]([F:23])([F:22])[CH2:18]2)[C:13](O)=[O:14])[CH:5]=[CH:6][C:7]=1[S:8]([CH3:11])(=[O:10])=[O:9].C(Cl)(=O)C([Cl:27])=O. Product: [Cl:1][C:2]1[CH:3]=[C:4]([CH:12]([CH2:16][C@H:17]2[CH2:21][CH2:20][C:19]([F:23])([F:22])[CH2:18]2)[C:13]([Cl:27])=[O:14])[CH:5]=[CH:6][C:7]=1[S:8]([CH3:11])(=[O:10])=[O:9]. The catalyst class is: 306. (4) Reactant: [Cl:1][C:2]1[N:7]=[C:6](Cl)[C:5]([C:9]([F:12])([F:11])[F:10])=[CH:4][N:3]=1.[NH2:13][C:14]1[CH:23]=[CH:22][CH:21]=[CH:20][C:15]=1[C:16]([NH:18][CH3:19])=[O:17].C(=O)=O.[OH-].[K+]. Product: [Cl:1][C:2]1[N:7]=[C:6]([NH:13][C:14]2[CH:23]=[CH:22][CH:21]=[CH:20][C:15]=2[C:16]([NH:18][CH3:19])=[O:17])[C:5]([C:9]([F:12])([F:11])[F:10])=[CH:4][N:3]=1. The catalyst class is: 23. (5) Reactant: [F:1][C:2]1[CH:3]=[C:4]([C@H:8]2[CH2:12][CH2:11][CH2:10][N:9]2[C:13]2[CH:18]=[CH:17][N:16]3[N:19]=[CH:20][C:21]([C:22]([OH:24])=O)=[C:15]3[N:14]=2)[CH:5]=[N:6][CH:7]=1.CN(C(ON1N=NC2C=CC=NC1=2)=[N+](C)C)C.F[P-](F)(F)(F)(F)F.FC(F)(F)C(O)=O.[CH3:56][C:57]1([OH:61])[CH2:60][NH:59][CH2:58]1.CCN(C(C)C)C(C)C. Product: [F:1][C:2]1[CH:3]=[C:4]([C@H:8]2[CH2:12][CH2:11][CH2:10][N:9]2[C:13]2[CH:18]=[CH:17][N:16]3[N:19]=[CH:20][C:21]([C:22]([N:59]4[CH2:60][C:57]([OH:61])([CH3:56])[CH2:58]4)=[O:24])=[C:15]3[N:14]=2)[CH:5]=[N:6][CH:7]=1. The catalyst class is: 3. (6) Reactant: [Cl:1][C:2]1[N:10]=[C:9]2[C:5]([N:6]=[C:7]([CH2:13]O)[N:8]2[CH2:11][CH3:12])=[C:4]([N:15]2[CH2:20][CH2:19][O:18][CH2:17][CH2:16]2)[N:3]=1.C(Br)(Br)(Br)[Br:22].C1(P(C2C=CC=CC=2)C2C=CC=CC=2)C=CC=CC=1. Product: [Br:22][CH2:13][C:7]1[N:8]([CH2:11][CH3:12])[C:9]2[C:5]([N:6]=1)=[C:4]([N:15]1[CH2:20][CH2:19][O:18][CH2:17][CH2:16]1)[N:3]=[C:2]([Cl:1])[N:10]=2. The catalyst class is: 2.